From a dataset of Reaction yield outcomes from USPTO patents with 853,638 reactions. Predict the reaction yield, written as a fraction of the theoretical maximum amount of product (1.0 means a 100% yield; for example, 0.34 means a 34% yield). (1) The reactants are [CH3:1][C:2]1[CH:7]=[CH:6][C:5]([SH:8])=[CH:4][CH:3]=1.I[CH2:10][CH3:11].C(=O)([O-])[O-].[K+].[K+]. The catalyst is CC(C)=O. The product is [CH2:10]([S:8][C:5]1[CH:6]=[CH:7][C:2]([CH3:1])=[CH:3][CH:4]=1)[CH3:11]. The yield is 0.990. (2) The reactants are Br[C:2]1[N:7]=[N:6][C:5]([NH2:8])=[N:4][CH:3]=1.[F:9][C:10]1[CH:17]=[C:16](B2OC(C)(C)C(C)(C)O2)[CH:15]=[CH:14][C:11]=1[C:12]#[N:13].C(=O)([O-])[O-].[K+].[K+].ClCCl.[OH-].[Na+]. The catalyst is O1CCOCC1.O. The product is [NH2:8][C:5]1[N:6]=[N:7][C:2]([C:16]2[CH:15]=[CH:14][C:11]([C:12]#[N:13])=[C:10]([F:9])[CH:17]=2)=[CH:3][N:4]=1. The yield is 0.823. (3) The product is [CH2:24]([C:5]1[N:6]([CH2:9][C:10]2[CH:11]=[CH:12][C:13]([C:16]3[C:17]([C:22]#[N:23])=[CH:18][CH:19]=[CH:20][CH:21]=3)=[CH:14][CH:15]=2)[C:7](=[O:8])[C:2]([C:37]2[CH:38]=[CH:39][C:34]([O:33][CH2:31][CH3:32])=[CH:35][CH:36]=2)=[C:3]([CH:28]2[CH2:29][CH2:30]2)[N:4]=1)[CH2:25][CH2:26][CH3:27]. The catalyst is O1CCOCC1.C(OCC)(=O)C.C1C=CC(P(C2C=CC=CC=2)[C-]2C=CC=C2)=CC=1.C1C=CC(P(C2C=CC=CC=2)[C-]2C=CC=C2)=CC=1.Cl[Pd]Cl.[Fe+2]. The reactants are Br[C:2]1[C:7](=[O:8])[N:6]([CH2:9][C:10]2[CH:15]=[CH:14][C:13]([C:16]3[C:17]([C:22]#[N:23])=[CH:18][CH:19]=[CH:20][CH:21]=3)=[CH:12][CH:11]=2)[C:5]([CH2:24][CH2:25][CH2:26][CH3:27])=[N:4][C:3]=1[CH:28]1[CH2:30][CH2:29]1.[CH2:31]([O:33][C:34]1[CH:39]=[CH:38][C:37](B(O)O)=[CH:36][CH:35]=1)[CH3:32].C(=O)([O-])[O-].[Cs+].[Cs+]. The yield is 0.700.